Dataset: Forward reaction prediction with 1.9M reactions from USPTO patents (1976-2016). Task: Predict the product of the given reaction. (1) Given the reactants C([O:4][CH2:5][CH2:6][NH:7][C:8]([C@@H:10]1[CH2:14][C:13](=[N:15][O:16][CH3:17])[CH2:12][N:11]1[C:18]([C:20]1[CH:25]=[CH:24][C:23]([C:26]2[CH:31]=[CH:30][CH:29]=[CH:28][CH:27]=2)=[CH:22][CH:21]=1)=[O:19])=[O:9])(=O)C.[OH-].[Na+], predict the reaction product. The product is: [C:23]1([C:26]2[CH:27]=[CH:28][CH:29]=[CH:30][CH:31]=2)[CH:22]=[CH:21][C:20]([C:18]([N:11]2[CH2:12][C:13](=[N:15][O:16][CH3:17])[CH2:14][C@H:10]2[C:8]([NH:7][CH2:6][CH2:5][OH:4])=[O:9])=[O:19])=[CH:25][CH:24]=1. (2) Given the reactants [NH:1]1[C:5]2[CH:6]=[CH:7][CH:8]=[CH:9][C:4]=2[N:3]=[C:2]1[N:10]1[CH:15]=[C:14]([C:16]2[C:20]3=[N:21][CH:22]=[CH:23][CH:24]=[C:19]3[N:18]([CH2:25][CH3:26])[N:17]=2)[CH:13]=[CH:12][C:11]1=[O:27].CI.[C:30]([O-])([O-])=O.[Cs+].[Cs+].O, predict the reaction product. The product is: [CH2:25]([N:18]1[C:19]2[C:20](=[N:21][CH:22]=[CH:23][CH:24]=2)[C:16]([C:14]2[CH:13]=[CH:12][C:11](=[O:27])[N:10]([C:2]3[N:1]([CH3:30])[C:5]4[CH:6]=[CH:7][CH:8]=[CH:9][C:4]=4[N:3]=3)[CH:15]=2)=[N:17]1)[CH3:26]. (3) Given the reactants Br[C:2]1[CH:7]=[CH:6][C:5]([Br:8])=[CH:4][N:3]=1.[O:9]=[C:10]1[NH:15][CH2:14][CH2:13][N:12]([C:16]([O:18][C:19]([CH3:22])([CH3:21])[CH3:20])=[O:17])[CH2:11]1.C([O-])([O-])=O.[Cs+].[Cs+], predict the reaction product. The product is: [Br:8][C:5]1[CH:6]=[CH:7][C:2]([N:15]2[CH2:14][CH2:13][N:12]([C:16]([O:18][C:19]([CH3:21])([CH3:20])[CH3:22])=[O:17])[CH2:11][C:10]2=[O:9])=[N:3][CH:4]=1. (4) Given the reactants [CH2:1]([CH:3]([CH2:9][CH3:10])[C:4]([O:6][CH2:7][CH3:8])=[O:5])[CH3:2].C([N-]C(C)C)(C)C.[Li+].[CH3:19][O:20][CH2:21]Cl, predict the reaction product. The product is: [CH2:1]([C:3]([CH2:19][O:20][CH3:21])([CH2:9][CH3:10])[C:4]([O:6][CH2:7][CH3:8])=[O:5])[CH3:2].